Dataset: Full USPTO retrosynthesis dataset with 1.9M reactions from patents (1976-2016). Task: Predict the reactants needed to synthesize the given product. (1) Given the product [CH3:18][O:17][C:14]1[CH:13]=[C:10]2[C:9]([CH:8]=[C:7]([C:1]3[CH:6]=[CH:5][CH:4]=[CH:3][CH:2]=3)[N+:20]([O-:21])=[CH:11]2)=[CH:16][CH:15]=1, predict the reactants needed to synthesize it. The reactants are: [C:1]1([C:7]#[C:8][C:9]2[CH:16]=[CH:15][C:14]([O:17][CH3:18])=[CH:13][C:10]=2[CH:11]=O)[CH:6]=[CH:5][CH:4]=[CH:3][CH:2]=1.Cl.[NH2:20][OH:21].C([O-])(=O)C.[Na+].C(=O)([O-])[O-].[K+].[K+]. (2) Given the product [Br:17][CH2:16][CH2:15][C@H:10]([C:18]([O:20][C:21]([CH3:24])([CH3:23])[CH3:22])=[O:19])[C:11]([O:13][CH3:14])=[O:12], predict the reactants needed to synthesize it. The reactants are: C(N(CC)CC)C.Br.N[C@@H:10]([CH2:15][CH2:16][Br:17])[C:11]([O:13][CH3:14])=[O:12].[C:18](O[C:18]([O:20][C:21]([CH3:24])([CH3:23])[CH3:22])=[O:19])([O:20][C:21]([CH3:24])([CH3:23])[CH3:22])=[O:19]. (3) Given the product [Cl:26][C:20]1[CH:21]=[C:22]([C:23]([OH:25])=[O:24])[C:16]2[O:15][C:14]([N:11]3[CH2:12][CH2:13][NH:8][CH2:9][C@@H:10]3[CH3:27])=[N:18][C:17]=2[CH:19]=1.[F:28][C:29]([F:34])([F:33])[C:30]([O-:32])=[O:31], predict the reactants needed to synthesize it. The reactants are: C(OC([N:8]1[CH2:13][CH2:12][N:11]([C:14]2[O:15][C:16]3[C:22]([C:23]([OH:25])=[O:24])=[CH:21][C:20]([Cl:26])=[CH:19][C:17]=3[N:18]=2)[C@@H:10]([CH3:27])[CH2:9]1)=O)(C)(C)C.[F:28][C:29]([F:34])([F:33])[C:30]([OH:32])=[O:31].CC(C)=O. (4) Given the product [Si:1]([O:8][CH2:9][C:10]1([CH3:38])[S:16][CH2:15][CH2:14][N:13]2[C:17]([C:20]3([C:23]4[CH:28]=[CH:27][C:26]([C:43]5[N:42]=[N:41][C:40]([Cl:39])=[CH:45][CH:44]=5)=[CH:25][CH:24]=4)[CH2:21][CH2:22]3)=[N:18][N:19]=[C:12]2[CH2:11]1)([C:4]([CH3:5])([CH3:6])[CH3:7])([CH3:2])[CH3:3], predict the reactants needed to synthesize it. The reactants are: [Si:1]([O:8][CH2:9][C:10]1([CH3:38])[S:16][CH2:15][CH2:14][N:13]2[C:17]([C:20]3([C:23]4[CH:28]=[CH:27][C:26](B5OC(C)(C)C(C)(C)O5)=[CH:25][CH:24]=4)[CH2:22][CH2:21]3)=[N:18][N:19]=[C:12]2[CH2:11]1)([C:4]([CH3:7])([CH3:6])[CH3:5])([CH3:3])[CH3:2].[Cl:39][C:40]1[N:41]=[N:42][C:43](Cl)=[CH:44][CH:45]=1.C(=O)([O-])[O-].[K+].[K+].C(=O)([O-])O.[Na+]. (5) Given the product [Br:1][C:2]1[N:6]2[N:7]=[C:8]([Cl:11])[CH:9]=[CH:10][C:5]2=[N:4][CH:3]=1.[Cl:11][C:8]1[CH:9]=[CH:10][C:5]2[N:6]([C:2]([C:17]3[CH:18]=[CH:19][CH:20]=[C:15]([O:14][C:13]([F:12])([F:24])[F:25])[CH:16]=3)=[CH:3][N:4]=2)[N:7]=1, predict the reactants needed to synthesize it. The reactants are: [Br:1][C:2]1[N:6]2[N:7]=[C:8]([Cl:11])[CH:9]=[CH:10][C:5]2=[N:4][CH:3]=1.[F:12][C:13]([F:25])([F:24])[O:14][C:15]1[CH:16]=[C:17](B(O)O)[CH:18]=[CH:19][CH:20]=1.C([O-])([O-])=O.[K+].[K+].